This data is from Catalyst prediction with 721,799 reactions and 888 catalyst types from USPTO. The task is: Predict which catalyst facilitates the given reaction. (1) Reactant: Br[C:2]1[CH:3]=[CH:4][C:5]([F:28])=[C:6]([CH:8]2[N:12]([C:13]3[CH:18]=[CH:17][C:16]([F:19])=[CH:15][C:14]=3[F:20])[N:11]=[C:10]([C:21]([F:27])([F:26])[C:22]([F:25])([F:24])[F:23])[CH2:9]2)[CH:7]=1.[CH3:29][S:30][C:31]1[CH:32]=[C:33](B(O)O)[CH:34]=[CH:35][CH:36]=1.C(=O)([O-])[O-].[Na+].[Na+].CCCC. Product: [F:20][C:14]1[CH:15]=[C:16]([F:19])[CH:17]=[CH:18][C:13]=1[N:12]1[CH:8]([C:6]2[CH:7]=[C:2]([C:35]3[CH:34]=[CH:33][CH:32]=[C:31]([S:30][CH3:29])[CH:36]=3)[CH:3]=[CH:4][C:5]=2[F:28])[CH2:9][C:10]([C:21]([F:27])([F:26])[C:22]([F:25])([F:23])[F:24])=[N:11]1. The catalyst class is: 461. (2) Reactant: C(N(CC)CC)C.[CH:8]([C:10]1[C:18]2[C:13](=[CH:14][CH:15]=[CH:16][CH:17]=2)[N:12](C(OC(C)(C)C)=O)[CH:11]=1)=[O:9].[CH3:26][O:27][C:28]1[CH:29]=[C:30]([CH:38]=[CH:39][CH:40]=1)[N:31]=[CH:32][C:33]1[S:34][CH:35]=[CH:36][CH:37]=1. Product: [NH:12]1[C:13]2[C:18](=[CH:17][CH:16]=[CH:15][CH:14]=2)[C:10]([C:8](=[O:9])[CH:32]([NH:31][C:30]2[CH:38]=[CH:39][CH:40]=[C:28]([O:27][CH3:26])[CH:29]=2)[C:33]2[S:34][CH:35]=[CH:36][CH:37]=2)=[CH:11]1. The catalyst class is: 433.